The task is: Predict the product of the given reaction.. This data is from Forward reaction prediction with 1.9M reactions from USPTO patents (1976-2016). (1) Given the reactants [Cl:1][C:2]1[N:6]([C:7]2[CH:8]=[C:9]([CH:15]=[CH:16][CH:17]=2)[C:10]([O:12]CC)=[O:11])[C:5]2[CH:18]=[CH:19][C:20]([C:22]([F:25])([F:24])[F:23])=[CH:21][C:4]=2[N:3]=1.[OH-].[Na+].Cl.C(OCC)(=O)C, predict the reaction product. The product is: [Cl:1][C:2]1[N:6]([C:7]2[CH:8]=[C:9]([CH:15]=[CH:16][CH:17]=2)[C:10]([OH:12])=[O:11])[C:5]2[CH:18]=[CH:19][C:20]([C:22]([F:25])([F:24])[F:23])=[CH:21][C:4]=2[N:3]=1. (2) The product is: [Br:24][C:25]1[CH:30]=[CH:29][CH:28]=[C:27]([C:31]([F:32])([F:33])[F:34])[C:26]=1[CH2:35][N:16]1[C:17]2[C:22](=[C:21]([F:23])[CH:20]=[CH:19][CH:18]=2)[C:14]([C:3]2[C:2]([F:1])=[CH:11][C:6]([C:7]([O:9][CH3:10])=[O:8])=[C:5]([O:12][CH3:13])[CH:4]=2)=[N:15]1. Given the reactants [F:1][C:2]1[C:3]([C:14]2[C:22]3[C:17](=[CH:18][CH:19]=[CH:20][C:21]=3[F:23])[NH:16][N:15]=2)=[CH:4][C:5]([O:12][CH3:13])=[C:6]([CH:11]=1)[C:7]([O:9][CH3:10])=[O:8].[Br:24][C:25]1[CH:30]=[CH:29][CH:28]=[C:27]([C:31]([F:34])([F:33])[F:32])[C:26]=1[CH2:35]Br.C([O-])([O-])=O.[Cs+].[Cs+], predict the reaction product. (3) Given the reactants [H-].[Na+].ON1[CH:9]=[CH:8][CH:7]=[N:6][CH2:5]1.Cl[C:11]1[CH:16]=[CH:15][C:14]([C:17]2[S:18][C:19]3[N:20]=[CH:21][N:22]=[CH:23][C:24]=3[N:25]=2)=[CH:13][C:12]=1[C:26]#[N:27].[OH2:28].[CH3:29]S(C)=O, predict the reaction product. The product is: [C:26]([C:12]1[CH:13]=[C:14]([C:17]2[S:18][C:19]3[N:20]=[CH:21][N:22]=[CH:23][C:24]=3[N:25]=2)[CH:15]=[CH:16][C:11]=1[O:28][C:8]1[CH:7]=[N:6][CH:5]=[CH:29][CH:9]=1)#[N:27]. (4) Given the reactants [NH2:1][C:2]1[C:3]([C:9]([NH:11][C:12]2[CH:16]=[CH:15][N:14]([CH3:17])[N:13]=2)=[O:10])=[N:4][C:5](I)=[CH:6][N:7]=1.[SH:18][C:19]1[NH:23][CH:22]=[N:21][N:20]=1.C1(P(C2C=CC=CC=2)C2C3OC4C(=CC=CC=4P(C4C=CC=CC=4)C4C=CC=CC=4)C(C)(C)C=3C=CC=2)C=CC=CC=1.C(=O)([O-])[O-].[Cs+].[Cs+], predict the reaction product. The product is: [NH2:1][C:2]1[C:3]([C:9]([NH:11][C:12]2[CH:16]=[CH:15][N:14]([CH3:17])[N:13]=2)=[O:10])=[N:4][C:5]([S:18][C:19]2[NH:23][CH:22]=[N:21][N:20]=2)=[CH:6][N:7]=1. (5) Given the reactants [N:1]1[C:10]2[CH:9]=[CH:8][CH:7]=[C:6]([OH:11])[C:5]=2[CH:4]=[CH:3][CH:2]=1.Cl.[CH2:13]=[O:14], predict the reaction product. The product is: [OH:14][CH2:13][C:9]1[C:10]2[N:1]=[CH:2][CH:3]=[CH:4][C:5]=2[C:6]([OH:11])=[CH:7][CH:8]=1. (6) Given the reactants [ClH:1].[Cl:2][CH2:3][C:4]1[C:5]([CH3:18])=[C:6]([NH:10][C:11]([C:13]2[S:14][CH:15]=[CH:16][CH:17]=2)=[NH:12])[CH:7]=[CH:8][CH:9]=1.[CH2:19]([CH2:21][NH2:22])[OH:20], predict the reaction product. The product is: [ClH:2].[ClH:1].[OH:20][CH2:19][CH2:21][NH:22][CH2:3][C:4]1[C:5]([CH3:18])=[C:6]([NH:10][C:11]([C:13]2[S:14][CH:15]=[CH:16][CH:17]=2)=[NH:12])[CH:7]=[CH:8][CH:9]=1. (7) Given the reactants [Cl:1][C:2]1[CH:3]=[C:4]([NH:9][C:10]2[C:19]3[C:14](=[CH:15][C:16]([O:21][C@H:22]4[CH2:26][CH2:25][O:24][CH2:23]4)=[C:17]([NH2:20])[CH:18]=3)[N:13]=[CH:12][N:11]=2)[CH:5]=[CH:6][C:7]=1[F:8].[Br:27][CH2:28]/[CH:29]=[CH:30]/[C:31](Cl)=[O:32].O, predict the reaction product. The product is: [Br:27][CH2:28]/[CH:29]=[CH:30]/[C:31]([NH:20][C:17]1[CH:18]=[C:19]2[C:14](=[CH:15][C:16]=1[O:21][C@H:22]1[CH2:26][CH2:25][O:24][CH2:23]1)[N:13]=[CH:12][N:11]=[C:10]2[NH:9][C:4]1[CH:5]=[CH:6][C:7]([F:8])=[C:2]([Cl:1])[CH:3]=1)=[O:32]. (8) The product is: [CH:1]1([NH:4][C:5](=[O:6])[NH:7][C:8]2[CH:13]=[CH:12][C:11]([O:14][C:15]3[CH:20]=[CH:19][N:18]=[C:17]4[CH:21]=[C:22]([C:24]5[N:25]=[CH:26][C:27]([CH2:30][N:31]([C@@H:32]([CH3:36])[CH2:33][O:34][CH3:35])[C:38](=[O:40])[CH3:39])=[CH:28][CH:29]=5)[S:23][C:16]=34)=[C:10]([F:37])[CH:9]=2)[CH2:3][CH2:2]1. Given the reactants [CH:1]1([NH:4][C:5]([NH:7][C:8]2[CH:13]=[CH:12][C:11]([O:14][C:15]3[CH:20]=[CH:19][N:18]=[C:17]4[CH:21]=[C:22]([C:24]5[CH:29]=[CH:28][C:27]([CH2:30][NH:31][C@@H:32]([CH3:36])[CH2:33][O:34][CH3:35])=[CH:26][N:25]=5)[S:23][C:16]=34)=[C:10]([F:37])[CH:9]=2)=[O:6])[CH2:3][CH2:2]1.[C:38](OC(=O)C)(=[O:40])[CH3:39], predict the reaction product. (9) Given the reactants [ClH:1].Cl.N1CCOC(CN[C:11]([C:13]2[N:14]=[N:15][C:16]([CH2:32][CH2:33][CH2:34][CH3:35])=[C:17]([C:19]3[CH:24]=[CH:23][C:22]([O:25][CH:26]4[CH2:31][CH2:30][CH2:29][CH2:28][CH2:27]4)=[CH:21][CH:20]=3)[CH:18]=2)=[O:12])C1.[CH3:36][N:37]1[CH:42]2[CH2:43][CH2:44][CH:38]1[CH2:39][CH:40]([NH2:45])[CH2:41]2.C(N(C(C)C)C(C)C)C, predict the reaction product. The product is: [ClH:1].[ClH:1].[CH3:36][N:37]1[CH:42]2[CH2:43][CH2:44][CH:38]1[CH2:39][CH:40]([NH:45][C:11]([C:13]1[N:14]=[N:15][C:16]([CH2:32][CH2:33][CH2:34][CH3:35])=[C:17]([C:19]3[CH:24]=[CH:23][C:22]([O:25][CH:26]4[CH2:27][CH2:28][CH2:29][CH2:30][CH2:31]4)=[CH:21][CH:20]=3)[CH:18]=1)=[O:12])[CH2:41]2.